This data is from M1 muscarinic receptor antagonist screen with 61,756 compounds. The task is: Binary Classification. Given a drug SMILES string, predict its activity (active/inactive) in a high-throughput screening assay against a specified biological target. (1) The result is 0 (inactive). The compound is S(=O)(=O)(NCc1ccncc1)c1ccc(cc1)C. (2) The molecule is S(=O)(=O)(N1CCN(CC1)C(=O)CCC(OCC(=O)Nc1cc(ccc1)C#N)=O)c1ccc(cc1)C. The result is 0 (inactive).